From a dataset of Peptide-MHC class II binding affinity with 134,281 pairs from IEDB. Regression. Given a peptide amino acid sequence and an MHC pseudo amino acid sequence, predict their binding affinity value. This is MHC class II binding data. (1) The peptide sequence is EFSNFKVAFSRSLND. The MHC is DRB1_0404 with pseudo-sequence DRB1_0404. The binding affinity (normalized) is 0.529. (2) The binding affinity (normalized) is 0.588. The peptide sequence is ALFHEVAKLDVVKLL. The MHC is DRB4_0101 with pseudo-sequence DRB4_0103. (3) The peptide sequence is AAATAGTTVYIAFAA. The MHC is HLA-DPA10103-DPB10401 with pseudo-sequence HLA-DPA10103-DPB10401. The binding affinity (normalized) is 0.110. (4) The peptide sequence is KIIGGIGGFIKVRQYDQIPI. The binding affinity (normalized) is 0.334. The MHC is HLA-DQA10401-DQB10402 with pseudo-sequence HLA-DQA10401-DQB10402. (5) The peptide sequence is FSNVYLFAKDKSGPL. The MHC is HLA-DQA10102-DQB10602 with pseudo-sequence HLA-DQA10102-DQB10602. The binding affinity (normalized) is 0.404. (6) The peptide sequence is PNYLALLVKYVDGDG. The MHC is DRB3_0202 with pseudo-sequence DRB3_0202. The binding affinity (normalized) is 0.386. (7) The peptide sequence is SLQYLALVALVAPKK. The MHC is DRB4_0101 with pseudo-sequence DRB4_0103. The binding affinity (normalized) is 0.511.